This data is from hERG potassium channel inhibition data for cardiac toxicity prediction from Karim et al.. The task is: Regression/Classification. Given a drug SMILES string, predict its toxicity properties. Task type varies by dataset: regression for continuous values (e.g., LD50, hERG inhibition percentage) or binary classification for toxic/non-toxic outcomes (e.g., AMES mutagenicity, cardiotoxicity, hepatotoxicity). Dataset: herg_karim. (1) The drug is CC(C)C[C@@H](C=O)NC(=O)[C@H](CC(C)C)NC(=O)[C@H](CC(C)C)NC(=O)OCc1ccccc1. The result is 0 (non-blocker). (2) The molecule is COc1ccc([C@H]2CN(CCCc3ccc(OC)c(OC)c3)C[C@@H]2CNC(=O)c2cccc(Cl)c2)cc1. The result is 1 (blocker). (3) The drug is O=C(c1cc(F)cc(F)c1)N1CCN(c2ccc(OC3CCN(C4CCC4)CC3)cc2)C(=O)C1.O=CO. The result is 0 (non-blocker). (4) The compound is Fc1ccc(-c2c[nH]c([C@H]3Cc4c([nH]c5ccccc45)[C@@H](C4CCOCC4)N3)n2)cc1F. The result is 1 (blocker). (5) The molecule is N[C@H](C(=O)N1CCSC1)[C@H]1CC[C@H](NC(=O)c2ccccc2C(F)(F)F)CC1. The result is 0 (non-blocker). (6) The drug is [NH3+][C@H]1C[n+]2c([nH]c3cnc(F)cc32)C[C@@H]1c1cc(F)c(F)cc1F. The result is 0 (non-blocker).